Dataset: Forward reaction prediction with 1.9M reactions from USPTO patents (1976-2016). Task: Predict the product of the given reaction. (1) Given the reactants [CH3:1][C:2]([C:6]1[CH:7]=[C:8]([C:13]2[CH:18]=[CH:17][CH:16]=[C:15]([CH:19]=O)[CH:14]=2)[CH:9]=[CH:10][C:11]=1[OH:12])([CH3:5])[CH2:3][CH3:4].[S:21]1[CH2:27][C:25](=[O:26])[NH:24][C:22]1=S.[NH:28]1[CH2:33][CH2:32][O:31][CH2:30][CH2:29]1, predict the reaction product. The product is: [CH3:5][C:2]([C:6]1[CH:7]=[C:8]([C:13]2[CH:18]=[CH:17][CH:16]=[C:15]([CH:19]=[C:27]3[S:21][C:22]([N:28]4[CH2:33][CH2:32][O:31][CH2:30][CH2:29]4)=[N:24][C:25]3=[O:26])[CH:14]=2)[CH:9]=[CH:10][C:11]=1[OH:12])([CH3:1])[CH2:3][CH3:4]. (2) Given the reactants Br[C:2]1[CH:7]=[CH:6][CH:5]=[CH:4][N:3]=1.[C:8]([O:12][C:13](=[O:28])[N:14]([C:21]1[CH:26]=[CH:25][CH:24]=[C:23]([F:27])[CH:22]=1)[C:15](=[O:20])[CH2:16][CH2:17][C:18]#[CH:19])([CH3:11])([CH3:10])[CH3:9], predict the reaction product. The product is: [C:8]([O:12][C:13](=[O:28])[N:14]([C:21]1[CH:26]=[CH:25][CH:24]=[C:23]([F:27])[CH:22]=1)[C:15](=[O:20])[CH2:16][CH2:17][C:18]#[C:19][C:2]1[CH:7]=[CH:6][CH:5]=[CH:4][N:3]=1)([CH3:11])([CH3:9])[CH3:10].[C:8]([O:12][C:13](=[O:28])[N:14]([C:21]1[CH:26]=[CH:25][CH:24]=[C:23]([F:27])[CH:22]=1)[C:15](=[O:20])[C:16]#[C:17][CH2:18][CH2:19][C:2]1[CH:7]=[CH:6][CH:5]=[CH:4][N:3]=1)([CH3:9])([CH3:10])[CH3:11]. (3) Given the reactants [Cl:1][C:2]1[S:6][C:5](/[CH:7]=[CH:8]/[S:9]([NH:12][C@H:13]2[CH2:17][CH2:16][N:15]([C@@H:18]([CH3:27])[C:19]([N:21]3[CH2:26][CH2:25][O:24][CH2:23][CH2:22]3)=[O:20])[C:14]2=[O:28])(=[O:11])=[O:10])=[CH:4][CH:3]=1, predict the reaction product. The product is: [Cl:1][C:2]1[S:6][C:5]([CH2:7][CH2:8][S:9]([NH:12][C@H:13]2[CH2:17][CH2:16][N:15]([C@@H:18]([CH3:27])[C:19]([N:21]3[CH2:22][CH2:23][O:24][CH2:25][CH2:26]3)=[O:20])[C:14]2=[O:28])(=[O:10])=[O:11])=[CH:4][CH:3]=1. (4) Given the reactants [Br:1][C:2]1[CH:7]=[CH:6][C:5]([N+:8]([O-:10])=[O:9])=[C:4](F)[CH:3]=1.Cl.Cl.[CH2:14]([O:17][C@H:18]1[CH2:23][CH2:22][C@H:21]([N:24]2[CH2:29][CH2:28][CH:27]([NH2:30])[CH2:26][CH2:25]2)[CH2:20][CH2:19]1)[CH2:15][CH3:16].C(N(C(C)C)CC)(C)C, predict the reaction product. The product is: [Br:1][C:2]1[CH:7]=[CH:6][C:5]([N+:8]([O-:10])=[O:9])=[C:4]([NH:30][CH:27]2[CH2:26][CH2:25][N:24]([C@H:21]3[CH2:22][CH2:23][C@H:18]([O:17][CH2:14][CH2:15][CH3:16])[CH2:19][CH2:20]3)[CH2:29][CH2:28]2)[CH:3]=1. (5) The product is: [F:14][CH2:13][CH2:12][CH2:11][N:8]1[CH:7]2[CH2:1][CH2:2][CH:3]1[CH2:4][CH:5]([OH:9])[CH2:6]2. Given the reactants [CH2:1]1[C@H:7]2[NH:8][C@H:3]([CH2:4][CH:5]([OH:9])[CH2:6]2)[CH2:2]1.Br[CH2:11][CH2:12][CH2:13][F:14].C(N(CC)CC)C, predict the reaction product. (6) The product is: [C:1]([O:4][C@@H:5]1[C@@H:10]([O:11][C:12](=[O:14])[CH3:13])[C@H:9]([O:15][C:16](=[O:18])[CH3:17])[CH2:8][S:7][C@H:6]1[O:30][C:27]1[CH:28]=[CH:29][C:23]2[S:22][C:21]([CH3:20])=[N:25][C:24]=2[CH:26]=1)(=[O:3])[CH3:2]. Given the reactants [C:1]([O:4][C@@H:5]1[C@@H:10]([O:11][C:12](=[O:14])[CH3:13])[C@H:9]([O:15][C:16](=[O:18])[CH3:17])[CH2:8][S:7][CH:6]1Br)(=[O:3])[CH3:2].[CH3:20][C:21]1[S:22][C:23]2[CH:29]=[CH:28][C:27]([OH:30])=[CH:26][C:24]=2[N:25]=1, predict the reaction product. (7) The product is: [Br:18][C:16]1[CH:15]=[CH:14][C:13]([OH:19])=[C:12]([CH:17]=1)[C:11]([NH:10][C:8]1[S:9][C:5]([CH2:4][C:3]([OH:27])=[O:2])=[C:6]([C:21]2[CH:26]=[CH:25][CH:24]=[CH:23][CH:22]=2)[N:7]=1)=[O:20]. Given the reactants C[O:2][C:3](=[O:27])[CH2:4][C:5]1[S:9][C:8]([NH:10][C:11](=[O:20])[C:12]2[CH:17]=[C:16]([Br:18])[CH:15]=[CH:14][C:13]=2[OH:19])=[N:7][C:6]=1[C:21]1[CH:26]=[CH:25][CH:24]=[CH:23][CH:22]=1.[OH-].[Na+].Cl, predict the reaction product. (8) Given the reactants [C:1]([O:5][C:6](=[O:18])[NH:7][C:8]1[CH:13]=[CH:12][C:11](I)=[CH:10][C:9]=1[N+:15]([O-:17])=[O:16])([CH3:4])([CH3:3])[CH3:2].B1(B2OC(C)(C)C(C)(C)O2)OC(C)(C)C(C)(C)O1.I[C:38]1[S:39][CH:40]=[CH:41][CH:42]=1, predict the reaction product. The product is: [C:1]([O:5][C:6](=[O:18])[NH:7][C:8]1[CH:13]=[CH:12][C:11]([C:38]2[S:39][CH:40]=[CH:41][CH:42]=2)=[CH:10][C:9]=1[N+:15]([O-:17])=[O:16])([CH3:4])([CH3:3])[CH3:2]. (9) Given the reactants [CH:1]1([C:5]2[N:13]3[C:8]([C:9]([NH2:14])=[N:10][CH:11]=[N:12]3)=[C:7](I)[N:6]=2)[CH2:4][CH2:3][CH2:2]1.[CH2:16]([O:23][C:24]1[C:25]([F:39])=[C:26](B2OC(C)(C)C(C)(C)O2)[CH:27]=[CH:28][CH:29]=1)[C:17]1[CH:22]=[CH:21][CH:20]=[CH:19][CH:18]=1.C(=O)([O-])[O-].[Na+].[Na+], predict the reaction product. The product is: [CH2:16]([O:23][C:24]1[C:25]([F:39])=[C:26]([C:7]2[N:6]=[C:5]([CH:1]3[CH2:4][CH2:3][CH2:2]3)[N:13]3[C:8]=2[C:9]([NH2:14])=[N:10][CH:11]=[N:12]3)[CH:27]=[CH:28][CH:29]=1)[C:17]1[CH:18]=[CH:19][CH:20]=[CH:21][CH:22]=1. (10) Given the reactants [CH3:1][C@H:2]1[NH:8][CH2:7][C:6]2[CH:9]=[CH:10][C:11]([C:13]([O:15][CH3:16])=[O:14])=[CH:12][C:5]=2[O:4][CH2:3]1.CCN(CC)CC.[C:24](Cl)(=[O:26])[CH3:25], predict the reaction product. The product is: [C:24]([N:8]1[CH2:7][C:6]2[CH:9]=[CH:10][C:11]([C:13]([O:15][CH3:16])=[O:14])=[CH:12][C:5]=2[O:4][CH2:3][C@H:2]1[CH3:1])(=[O:26])[CH3:25].